This data is from Catalyst prediction with 721,799 reactions and 888 catalyst types from USPTO. The task is: Predict which catalyst facilitates the given reaction. Product: [Cl:18][C:15]1[CH:16]=[CH:17][C:12]([C:5]2[CH:6]=[CH:7][C:2]([OH:1])=[CH:3][CH:4]=2)=[N:13][CH:14]=1. The catalyst class is: 108. Reactant: [OH:1][C:2]1[CH:7]=[CH:6][C:5](B(O)O)=[CH:4][CH:3]=1.Br[C:12]1[CH:17]=[CH:16][C:15]([Cl:18])=[CH:14][N:13]=1.C([O-])([O-])=O.[Na+].[Na+].